From a dataset of Forward reaction prediction with 1.9M reactions from USPTO patents (1976-2016). Predict the product of the given reaction. (1) Given the reactants [CH2:1]([O:8][CH2:9][CH2:10][O:11][CH2:12][C:13]1[CH:18]=[CH:17][C:16](B2OC(C)(C)C(C)(C)O2)=[CH:15][C:14]=1[F:28])[C:2]1[CH:7]=[CH:6][CH:5]=[CH:4][CH:3]=1.C([O-])([O-])=O.[Cs+].[Cs+].Br[C:36](=[CH2:47])[C:37]([O:39][CH2:40][C:41]1[CH:46]=[CH:45][CH:44]=[CH:43][CH:42]=1)=[O:38], predict the reaction product. The product is: [CH2:1]([O:8][CH2:9][CH2:10][O:11][CH2:12][C:13]1[CH:18]=[CH:17][C:16]([C:36](=[CH2:47])[C:37]([O:39][CH2:40][C:41]2[CH:46]=[CH:45][CH:44]=[CH:43][CH:42]=2)=[O:38])=[CH:15][C:14]=1[F:28])[C:2]1[CH:3]=[CH:4][CH:5]=[CH:6][CH:7]=1. (2) Given the reactants [Si]([O:18][C:19]1[CH:56]=[CH:55][C:22]([O:23][CH2:24][C@@H:25]([OH:54])[CH2:26][NH:27][CH2:28][CH2:29][C:30]2[CH:35]=[CH:34][C:33]([NH:36][CH:37]3[CH2:42][CH2:41][N:40]([C:43]4[S:44][CH:45]=[C:46]([C:48]5[CH:53]=[CH:52][CH:51]=[CH:50][CH:49]=5)[N:47]=4)[CH2:39][CH2:38]3)=[CH:32][CH:31]=2)=[CH:21][CH:20]=1)(C(C)(C)C)(C1C=CC=CC=1)C1C=CC=CC=1, predict the reaction product. The product is: [OH:54][C@@H:25]([CH2:26][NH:27][CH2:28][CH2:29][C:30]1[CH:31]=[CH:32][C:33]([NH:36][CH:37]2[CH2:42][CH2:41][N:40]([C:43]3[S:44][CH:45]=[C:46]([C:48]4[CH:49]=[CH:50][CH:51]=[CH:52][CH:53]=4)[N:47]=3)[CH2:39][CH2:38]2)=[CH:34][CH:35]=1)[CH2:24][O:23][C:22]1[CH:55]=[CH:56][C:19]([OH:18])=[CH:20][CH:21]=1. (3) The product is: [CH3:1][O:2][C:3](=[O:14])[CH2:4][C:5]1[S:6][C:7]([C:10]2[N:15]=[C:16]([NH2:18])[S:17][CH:11]=2)=[CH:8][CH:9]=1. Given the reactants [CH3:1][O:2][C:3](=[O:14])[CH2:4][C:5]1[S:6][C:7]([C:10](=O)[CH2:11]Cl)=[CH:8][CH:9]=1.[NH2:15][C:16]([NH2:18])=[S:17], predict the reaction product. (4) Given the reactants [CH3:1][C:2]12[N:7]([S:8]([C:11]3[CH:16]=[CH:15][C:14]([CH3:17])=[CH:13][CH:12]=3)(=[O:10])=[O:9])[CH:6]1[CH2:5][CH2:4][CH2:3]2.[N-:18]=[N+:19]=[N-:20].[Na+], predict the reaction product. The product is: [N:18]([C:2]1([CH3:1])[CH2:3][CH2:4][CH2:5][CH:6]1[NH:7][S:8]([C:11]1[CH:16]=[CH:15][C:14]([CH3:17])=[CH:13][CH:12]=1)(=[O:10])=[O:9])=[N+:19]=[N-:20]. (5) Given the reactants [Cl:1][C:2]1[CH:7]=[CH:6][C:5]([C:8]2([OH:30])[CH2:13][CH2:12][N:11]([C:14](=[O:27])[C@H:15]([NH:19]C(=O)OC(C)(C)C)[CH:16]([CH3:18])[CH3:17])[CH2:10][C:9]2([CH3:29])[CH3:28])=[CH:4][C:3]=1[O:31][CH3:32].Cl, predict the reaction product. The product is: [ClH:1].[NH2:19][C@H:15]([CH:16]([CH3:18])[CH3:17])[C:14]([N:11]1[CH2:12][CH2:13][C:8]([C:5]2[CH:6]=[CH:7][C:2]([Cl:1])=[C:3]([O:31][CH3:32])[CH:4]=2)([OH:30])[C:9]([CH3:28])([CH3:29])[CH2:10]1)=[O:27]. (6) Given the reactants [CH:1]([CH:4]1[CH2:9][CH2:8][CH:7]([CH3:10])[CH2:6][CH:5]1[O:11][C:12](/[CH:14]=[CH:15]\[C:16]([OH:18])=[O:17])=[O:13])([CH3:3])[CH3:2].C(Cl)(=O)/C=C/C(Cl)=O, predict the reaction product. The product is: [CH:1]([CH:4]1[CH2:9][CH2:8][CH:7]([CH3:10])[CH2:6][CH:5]1[O:11][C:12](/[CH:14]=[CH:15]/[C:16]([OH:18])=[O:17])=[O:13])([CH3:2])[CH3:3]. (7) The product is: [OH:39][C:40]1[CH:45]=[CH:44][C:43]([NH:46][S:47]([CH3:50])(=[O:49])=[O:48])=[CH:42][C:41]=1[C:2]1[C:10]2[C:9]([NH:11][C@H:12]([C:14]3[N:19]([C:20]4[CH:25]=[CH:24][CH:23]=[CH:22][CH:21]=4)[C:18](=[O:26])[C:17]4=[C:27]([CH3:30])[CH:28]=[CH:29][N:16]4[N:15]=3)[CH3:13])=[N:8][CH:7]=[N:6][C:5]=2[N:4]([CH2:31][O:32][CH2:33][CH2:34][Si:35]([CH3:38])([CH3:37])[CH3:36])[CH:3]=1. Given the reactants Br[C:2]1[C:10]2[C:9]([NH:11][C@H:12]([C:14]3[N:19]([C:20]4[CH:25]=[CH:24][CH:23]=[CH:22][CH:21]=4)[C:18](=[O:26])[C:17]4=[C:27]([CH3:30])[CH:28]=[CH:29][N:16]4[N:15]=3)[CH3:13])=[N:8][CH:7]=[N:6][C:5]=2[N:4]([CH2:31][O:32][CH2:33][CH2:34][Si:35]([CH3:38])([CH3:37])[CH3:36])[CH:3]=1.[OH:39][C:40]1[CH:45]=[CH:44][C:43]([NH:46][S:47]([CH3:50])(=[O:49])=[O:48])=[CH:42][C:41]=1B(O)O.C(=O)([O-])[O-].[Na+].[Na+], predict the reaction product.